Predict the reactants needed to synthesize the given product. From a dataset of Full USPTO retrosynthesis dataset with 1.9M reactions from patents (1976-2016). (1) Given the product [C:1]([C:5]1[CH:9]=[C:8]([NH:10][C:11]([NH:47][C:46]2[CH:48]=[CH:49][CH:50]=[C:44]([O:43][C:31]3[C:30]4[C:35](=[CH:36][C:37]([O:38][CH2:39][CH2:40][O:41][CH3:42])=[C:28]([O:27][CH3:26])[CH:29]=4)[N:34]=[CH:33][N:32]=3)[CH:45]=2)=[O:19])[N:7]([C:20]2[CH:21]=[CH:22][CH:23]=[CH:24][CH:25]=2)[N:6]=1)([CH3:2])([CH3:3])[CH3:4], predict the reactants needed to synthesize it. The reactants are: [C:1]([C:5]1[CH:9]=[C:8]([NH:10][C:11](=[O:19])OC2C=CC=CC=2)[N:7]([C:20]2[CH:25]=[CH:24][CH:23]=[CH:22][CH:21]=2)[N:6]=1)([CH3:4])([CH3:3])[CH3:2].[CH3:26][O:27][C:28]1[CH:29]=[C:30]2[C:35](=[CH:36][C:37]=1[O:38][CH2:39][CH2:40][O:41][CH3:42])[N:34]=[CH:33][N:32]=[C:31]2[O:43][C:44]1[CH:45]=[C:46]([CH:48]=[CH:49][CH:50]=1)[NH2:47].C(N(C(C)C)CC)(C)C. (2) Given the product [CH:31]1([CH2:30][N:15]2[C:11]([CH2:10][CH2:9][NH:8][C:22](=[O:23])[O:24][C:25]([CH3:26])([CH3:27])[CH3:28])=[N:12][C:13]([C:16]3[CH:17]=[CH:18][CH:19]=[CH:20][CH:21]=3)=[N:14]2)[CH2:33][CH2:32]1, predict the reactants needed to synthesize it. The reactants are: C(OC([N:8]([C:22]([O:24][C:25]([CH3:28])([CH3:27])[CH3:26])=[O:23])[CH2:9][CH2:10][C:11]1[NH:15][N:14]=[C:13]([C:16]2[CH:21]=[CH:20][CH:19]=[CH:18][CH:17]=2)[N:12]=1)=O)(C)(C)C.Br[CH2:30][CH:31]1[CH2:33][CH2:32]1. (3) Given the product [CH3:1][O:2][C:3]1[C:12]2[C:7](=[CH:8][CH:9]=[CH:10][CH:11]=2)[C:6]([O:13][CH3:14])=[C:5]([CH3:15])[C:4]=1/[CH:16]=[C:33](\[CH3:32])/[C:34]([O:36][CH2:37][CH3:38])=[O:35], predict the reactants needed to synthesize it. The reactants are: [CH3:1][O:2][C:3]1[C:12]2[C:7](=[CH:8][CH:9]=[CH:10][CH:11]=2)[C:6]([O:13][CH3:14])=[C:5]([CH3:15])[C:4]=1[CH:16]=O.COC1C2C(=CC=CC=2)C(OC)=CC=1/[CH:32]=[C:33](\C)/[C:34]([O:36][CH2:37][CH3:38])=[O:35]. (4) The reactants are: CC(C1C=CC(CCO[C:14]2[N:23]=[CH:22][N:21]=C3C=2C=CC=C3)=CC=1)(C)C.CC1C(/C=N\OC[C:34]2[CH:39]=[CH:38][C:37]([C:40](OC(C)(C)C)=O)=[CH:36][CH:35]=2)=C(OC2C=CC=CC=2)N(C)N=1.CC(C1C=CC(CSC2C=N[N:71](C(C)(C)C)[C:69](=O)C=2Cl)=CC=1)(C)C.CCC1N=CN=C(NCCO[C:91]2[CH:96]=[CH:95][C:94]([CH2:97]COCC)=[C:93](C)[C:92]=2[CH3:103])C=1Cl.[CH3:105]CC1C(Cl)=C(C(NCC2C=CC(C(C)(C)C)=CC=2)=O)N(C)N=1.CCC1C(Cl)=C(C(NCC2C=CC(OC3C=CC(C)=CC=3)=CC=2)=O)N(C)N=1. Given the product [CH3:97][C:94]1[CH:95]=[CH:96][C:91](/[N:21]=[CH:22]/[N:23]([CH3:14])/[CH:69]=[N:71]/[C:34]2[CH:35]=[CH:36][C:37]([CH3:40])=[CH:38][C:39]=2[CH3:105])=[C:92]([CH3:103])[CH:93]=1, predict the reactants needed to synthesize it. (5) Given the product [Br:20][C:16]1[S:15][C:14]([C:12]([C:7]2[N:8]([CH:9]3[CH2:10][CH2:11]3)[C:4]([CH:1]3[CH2:3][CH2:2]3)=[N:5][N:6]=2)([CH3:19])[CH3:13])=[CH:18][CH:17]=1, predict the reactants needed to synthesize it. The reactants are: [CH:1]1([C:4]2[N:8]([CH:9]3[CH2:11][CH2:10]3)[C:7]([C:12]([CH3:19])([C:14]3[S:15][CH:16]=[CH:17][CH:18]=3)[CH3:13])=[N:6][N:5]=2)[CH2:3][CH2:2]1.[Br:20]N1C(=O)CCC1=O.